Dataset: Reaction yield outcomes from USPTO patents with 853,638 reactions. Task: Predict the reaction yield, written as a fraction of the theoretical maximum amount of product (1.0 means a 100% yield; for example, 0.34 means a 34% yield). The reactants are [NH2:1][C:2]1[CH:3]=[C:4]([C:8]2[S:12][C:11]([C:13]3[CH:22]=[C:21]4[C:16]([CH2:17][CH2:18][N:19]([CH3:24])[C:20]4=[O:23])=[CH:15][CH:14]=3)=[CH:10][CH:9]=2)[CH:5]=[N:6][CH:7]=1.[F:25][C:26]1[CH:31]=[C:30]([F:32])[CH:29]=[CH:28][C:27]=1[S:33](Cl)(=[O:35])=[O:34]. The catalyst is CO.C(Cl)Cl. The product is [F:25][C:26]1[CH:31]=[C:30]([F:32])[CH:29]=[CH:28][C:27]=1[S:33]([NH:1][C:2]1[CH:7]=[N:6][CH:5]=[C:4]([C:8]2[S:12][C:11]([C:13]3[CH:22]=[C:21]4[C:16]([CH2:17][CH2:18][N:19]([CH3:24])[C:20]4=[O:23])=[CH:15][CH:14]=3)=[CH:10][CH:9]=2)[CH:3]=1)(=[O:35])=[O:34]. The yield is 0.800.